From a dataset of Microsomal clearance measurements from AstraZeneca. Regression/Classification. Given a drug SMILES string, predict its absorption, distribution, metabolism, or excretion properties. Task type varies by dataset: regression for continuous measurements (e.g., permeability, clearance, half-life) or binary classification for categorical outcomes (e.g., BBB penetration, CYP inhibition). For this dataset (clearance_microsome_az), we predict log10(clearance) (log10 of the in vitro intrinsic clearance, CLint, in uL/min per mg of human liver microsomal protein, equivalently mL/min/g; values are censored to the assay range of 3 to 150, which is 0.477 to 2.18 on this log10 scale). (1) The log10(clearance) is 1.72. The drug is C[C@@](C(=O)O[C@H]1C[N+]2(Cc3nc(-c4ccccc4)no3)CCC1CC2)(c1ccccc1)N1CCCCC1. (2) The molecule is Nc1nc2ccccc2[nH]1. The log10(clearance) is 0.480.